This data is from Forward reaction prediction with 1.9M reactions from USPTO patents (1976-2016). The task is: Predict the product of the given reaction. (1) Given the reactants [F:1][C:2]1[CH:3]=[CH:4][C:5]([CH2:8][O:9][C:10]2[CH:15]=[CH:14][N:13]([C:16]3[CH:37]=[CH:36][C:19]4[C:20]5[CH:27]6[N:28](C(OC(C)(C)C)=O)[CH:24]([CH2:25][CH2:26]6)[CH2:23][C:21]=5[O:22][C:18]=4[CH:17]=3)[C:12](=[O:38])[CH:11]=2)=[N:6][CH:7]=1.[ClH:39], predict the reaction product. The product is: [ClH:39].[F:1][C:2]1[CH:3]=[CH:4][C:5]([CH2:8][O:9][C:10]2[CH:15]=[CH:14][N:13]([C:16]3[CH:37]=[CH:36][C:19]4[C:20]5[CH:27]6[NH:28][CH:24]([CH2:25][CH2:26]6)[CH2:23][C:21]=5[O:22][C:18]=4[CH:17]=3)[C:12](=[O:38])[CH:11]=2)=[N:6][CH:7]=1. (2) Given the reactants [C:1]([C:3]1[C:4]([N:16]2[CH2:19][CH:18]([C:20]([OH:22])=O)[CH2:17]2)=[N:5][C:6]([CH2:14][F:15])=[C:7]([C:9]([O:11][CH2:12][CH3:13])=[O:10])[CH:8]=1)#[N:2].[Cl:23][C:24]1[CH:25]=[C:26]([CH2:30][S:31]([NH2:34])(=[O:33])=[O:32])[CH:27]=[CH:28][CH:29]=1, predict the reaction product. The product is: [Cl:23][C:24]1[CH:25]=[C:26]([CH:27]=[CH:28][CH:29]=1)[CH2:30][S:31]([NH:34][C:20]([CH:18]1[CH2:19][N:16]([C:4]2[C:3]([C:1]#[N:2])=[CH:8][C:7]([C:9]([O:11][CH2:12][CH3:13])=[O:10])=[C:6]([CH2:14][F:15])[N:5]=2)[CH2:17]1)=[O:22])(=[O:32])=[O:33]. (3) Given the reactants Br[C:2]1[CH:9]=[CH:8][CH:7]=[CH:6][C:3]=1[C:4]#[N:5].[NH2:10][C:11]1[CH:16]=[CH:15][CH:14]=[CH:13][CH:12]=1.CC1(C)C2C(=C(P(C3C=CC=CC=3)C3C=CC=CC=3)C=CC=2)OC2C(P(C3C=CC=CC=3)C3C=CC=CC=3)=CC=CC1=2.C(=O)([O-])[O-].[Cs+].[Cs+], predict the reaction product. The product is: [C:11]1([NH:10][C:2]2[CH:9]=[CH:8][CH:7]=[CH:6][C:3]=2[C:4]#[N:5])[CH:16]=[CH:15][CH:14]=[CH:13][CH:12]=1.